From a dataset of Catalyst prediction with 721,799 reactions and 888 catalyst types from USPTO. Predict which catalyst facilitates the given reaction. Reactant: [CH3:1][C:2]1[CH:3]=[C:4]([CH:12]=[CH:13][CH:14]=1)[C:5]([NH:7][CH2:8]C(O)=O)=[O:6].[C:15]([O-:18])(=[O:17])[CH3:16].[C:15]([O-:18])(=[O:17])[CH3:16].[C:15]([O-:18])(=[O:17])[CH3:16].[C:15]([O-:18])(=[O:17])[CH3:16].[Pb+4]. Product: [C:15]([O:18][CH2:8][NH:7][C:5](=[O:6])[C:4]1[CH:12]=[CH:13][CH:14]=[C:2]([CH3:1])[CH:3]=1)(=[O:17])[CH3:16]. The catalyst class is: 11.